From a dataset of Reaction yield outcomes from USPTO patents with 853,638 reactions. Predict the reaction yield, written as a fraction of the theoretical maximum amount of product (1.0 means a 100% yield; for example, 0.34 means a 34% yield). (1) The reactants are [F:1][C:2]([F:35])([F:34])[C:3]1[CH:33]=[CH:32][C:6]([CH:7]=[N:8][N:9]2[CH2:14][CH2:13][N:12]([C:15]([O:17][CH2:18][C@@:19]([OH:31])([CH3:30])[CH2:20][N:21]3[CH:25]=[C:24]([N+:26]([O-:28])=[O:27])[N:23]=[C:22]3Cl)=[O:16])[CH2:11][CH2:10]2)=[CH:5][CH:4]=1.[H-].[Na+]. The catalyst is CN(C=O)C. The product is [F:1][C:2]([F:35])([F:34])[C:3]1[CH:33]=[CH:32][C:6]([CH:7]=[N:8][N:9]2[CH2:14][CH2:13][N:12]([C:15]([O:17][CH2:18][C@:19]3([CH3:30])[O:31][C:22]4=[N:23][C:24]([N+:26]([O-:28])=[O:27])=[CH:25][N:21]4[CH2:20]3)=[O:16])[CH2:11][CH2:10]2)=[CH:5][CH:4]=1. The yield is 0.690. (2) The reactants are [N+:1]([CH2:3][C:4]([O:6]C)=O)#[C-:2].[NH:8]1[CH2:12][CH2:11][CH2:10][CH2:9]1. No catalyst specified. The product is [N+:1]([CH2:3][C:4]([N:8]1[CH2:12][CH2:11][CH2:10][CH2:9]1)=[O:6])#[C-:2]. The yield is 0.980.